Dataset: NCI-60 drug combinations with 297,098 pairs across 59 cell lines. Task: Regression. Given two drug SMILES strings and cell line genomic features, predict the synergy score measuring deviation from expected non-interaction effect. Drug 1: CC12CCC(CC1=CCC3C2CCC4(C3CC=C4C5=CN=CC=C5)C)O. Drug 2: C1=CC(=CC=C1C#N)C(C2=CC=C(C=C2)C#N)N3C=NC=N3. Cell line: M14. Synergy scores: CSS=4.85, Synergy_ZIP=0.606, Synergy_Bliss=5.24, Synergy_Loewe=3.19, Synergy_HSA=3.99.